This data is from Reaction yield outcomes from USPTO patents with 853,638 reactions. The task is: Predict the reaction yield, written as a fraction of the theoretical maximum amount of product (1.0 means a 100% yield; for example, 0.34 means a 34% yield). The reactants are [CH2:1]([O:3][C:4](=[O:14])[C:5]1[C:10]([CH3:11])=[CH:9][C:8](Cl)=[N:7][C:6]=1[CH3:13])[CH3:2].[N:15]1[CH:20]=[C:19](B(O)O)[CH:18]=[N:17][CH:16]=1.COCCOC. The catalyst is CCOC(C)=O.O.C1C=CC([P]([Pd]([P](C2C=CC=CC=2)(C2C=CC=CC=2)C2C=CC=CC=2)([P](C2C=CC=CC=2)(C2C=CC=CC=2)C2C=CC=CC=2)[P](C2C=CC=CC=2)(C2C=CC=CC=2)C2C=CC=CC=2)(C2C=CC=CC=2)C2C=CC=CC=2)=CC=1. The product is [CH2:1]([O:3][C:4](=[O:14])[C:5]1[C:10]([CH3:11])=[CH:9][C:8]([C:19]2[CH:20]=[N:15][CH:16]=[N:17][CH:18]=2)=[N:7][C:6]=1[CH3:13])[CH3:2]. The yield is 0.850.